From a dataset of Full USPTO retrosynthesis dataset with 1.9M reactions from patents (1976-2016). Predict the reactants needed to synthesize the given product. Given the product [F:13][C:14]1[CH:19]=[C:18]([F:20])[CH:17]=[CH:16][C:15]=1[C:2]1[CH:9]=[C:8]([N+:10]([O-:12])=[O:11])[CH:7]=[C:4]([C:5]#[N:6])[CH:3]=1, predict the reactants needed to synthesize it. The reactants are: Br[C:2]1[CH:3]=[C:4]([CH:7]=[C:8]([N+:10]([O-:12])=[O:11])[CH:9]=1)[C:5]#[N:6].[F:13][C:14]1[CH:19]=[C:18]([F:20])[CH:17]=[CH:16][C:15]=1B(O)O.C([O-])([O-])=O.[Na+].[Na+].